From a dataset of Full USPTO retrosynthesis dataset with 1.9M reactions from patents (1976-2016). Predict the reactants needed to synthesize the given product. (1) Given the product [F:1][C:2]1[CH:3]=[CH:4][C:5]([C:8]2([C:12]3[CH:13]=[CH:14][CH:15]=[CH:16][CH:17]=3)[O:11][C:20]3[CH:19]=[C:18]([C:28]4[CH:3]=[CH:4][C:5]([C:8]5[CH:12]=[CH:13][C:29]([OH:32])=[CH:10][CH:9]=5)=[CH:6][CH:7]=4)[C:23]4[C:22]([C:21]=3[CH:10]=[CH:9]2)=[CH:17][CH:16]=[CH:15][CH:14]=4)=[CH:6][CH:7]=1, predict the reactants needed to synthesize it. The reactants are: [F:1][C:2]1[CH:7]=[CH:6][C:5]([C:8]([C:12]2[CH:17]=[CH:16][CH:15]=[CH:14][CH:13]=2)([OH:11])[C:9]#[CH:10])=[CH:4][CH:3]=1.[C:18]1([CH3:28])[CH:23]=[CH:22][C:21](S(O)(=O)=O)=[CH:20][CH:19]=1.[C:29](=[O:32])(O)[O-].[Na+]. (2) Given the product [Cl:1][C:2]1[CH:3]=[C:4]2[C:8](=[CH:9][CH:10]=1)[NH:7][CH:6]=[C:5]2[C:11]1[CH2:12][CH2:13][N:14]([CH:22]2[CH2:21][CH2:20][C:19]([N:18]([CH3:32])[CH3:17])([C:26]3[CH:31]=[CH:30][CH:29]=[CH:28][CH:27]=3)[CH2:24][CH2:23]2)[CH2:15][CH:16]=1, predict the reactants needed to synthesize it. The reactants are: [Cl:1][C:2]1[CH:3]=[C:4]2[C:8](=[CH:9][CH:10]=1)[NH:7][CH:6]=[C:5]2[C:11]1[CH2:12][CH2:13][NH:14][CH2:15][CH:16]=1.[CH3:17][N:18]([CH3:32])[C:19]1([C:26]2[CH:31]=[CH:30][CH:29]=[CH:28][CH:27]=2)[CH2:24][CH2:23][C:22](=O)[CH2:21][CH2:20]1.C(O)(=O)C. (3) Given the product [F:17][C:14]1[CH:15]=[CH:16][C:11]2[N:12]([C:8]([C:6]3[N:5]=[C:4]([NH:18][C@@H:19]4[CH2:24][CH2:23][CH2:22][N:21]([C:25]([O:27][C:28]([CH3:31])([CH3:30])[CH3:29])=[O:26])[CH2:20]4)[CH:3]=[C:2]([N:36]4[CH2:37][CH2:38][N:33]([CH3:32])[CH2:34][CH2:35]4)[N:7]=3)=[CH:9][N:10]=2)[CH:13]=1, predict the reactants needed to synthesize it. The reactants are: Cl[C:2]1[N:7]=[C:6]([C:8]2[N:12]3[CH:13]=[C:14]([F:17])[CH:15]=[CH:16][C:11]3=[N:10][CH:9]=2)[N:5]=[C:4]([NH:18][C@@H:19]2[CH2:24][CH2:23][CH2:22][N:21]([C:25]([O:27][C:28]([CH3:31])([CH3:30])[CH3:29])=[O:26])[CH2:20]2)[CH:3]=1.[CH3:32][N:33]1[CH2:38][CH2:37][NH:36][CH2:35][CH2:34]1. (4) Given the product [CH3:17][CH:16]([CH3:18])[CH2:15][CH2:14][N:8]1[C:9]2[C:5](=[C:4]([N+:1]([O-:3])=[O:2])[CH:12]=[CH:11][CH:10]=2)[CH:6]=[N:7]1, predict the reactants needed to synthesize it. The reactants are: [N+:1]([C:4]1[CH:12]=[CH:11][CH:10]=[C:9]2[C:5]=1[CH:6]=[N:7][NH:8]2)([O-:3])=[O:2].I[CH2:14][CH2:15][CH:16]([CH3:18])[CH3:17].C(N1C2C(=C([N+]([O-])=O)C=CC=2)C=N1)C. (5) Given the product [CH2:26]([C@@H:21]1[C@@H:20]([OH:33])[C:19]2[C:24](=[CH:25][C:16]([C:7]3[CH:8]=[C:9]([C:12]([F:15])([F:13])[F:14])[CH:10]=[CH:11][C:6]=3[C:5]([OH:34])=[O:4])=[CH:17][CH:18]=2)[O:23][CH2:22]1)[C:27]1[CH:28]=[CH:29][CH:30]=[CH:31][CH:32]=1, predict the reactants needed to synthesize it. The reactants are: C([O:4][C:5](=[O:34])[C:6]1[CH:11]=[CH:10][C:9]([C:12]([F:15])([F:14])[F:13])=[CH:8][C:7]=1[C:16]1[CH:25]=[C:24]2[C:19]([C@H:20]([OH:33])[C@@H:21]([CH2:26][C:27]3[CH:32]=[CH:31][CH:30]=[CH:29][CH:28]=3)[CH2:22][O:23]2)=[CH:18][CH:17]=1)(C)C.O.O.[OH-].[Li+]. (6) Given the product [Br:40][C:37]1[N:36]=[C:35]([C:41]2[O:30][C:28]([C:27]3[CH:26]=[CH:25][C:24]([CH2:23][Br:22])=[CH:32][CH:31]=3)=[N:44][N:43]=2)[C:34]([NH2:33])=[N:39][CH:38]=1, predict the reactants needed to synthesize it. The reactants are: BrP(Br)(C1C=CC=CC=1)(C1C=CC=CC=1)C1C=CC=CC=1.[Br:22][CH2:23][C:24]1[CH:32]=[CH:31][C:27]([C:28]([OH:30])=O)=[CH:26][CH:25]=1.[NH2:33][C:34]1[C:35]([C:41]([NH:43][NH2:44])=O)=[N:36][C:37]([Br:40])=[CH:38][N:39]=1.CCN(C(C)C)C(C)C. (7) Given the product [C:1]([O:5][C:6](=[O:21])[NH:7][C@H:8]1[CH2:14][O:13][C:12]2[CH:15]=[CH:16][C:17]([F:19])=[CH:18][C:11]=2[N:10]([CH3:22])[C:9]1=[O:20])([CH3:4])([CH3:2])[CH3:3], predict the reactants needed to synthesize it. The reactants are: [C:1]([O:5][C:6](=[O:21])[NH:7][C@H:8]1[CH2:14][O:13][C:12]2[CH:15]=[CH:16][C:17]([F:19])=[CH:18][C:11]=2[NH:10][C:9]1=[O:20])([CH3:4])([CH3:3])[CH3:2].[C:22]([O-])([O-])=O.[K+].[K+].CI.